From a dataset of Reaction yield outcomes from USPTO patents with 853,638 reactions. Predict the reaction yield, written as a fraction of the theoretical maximum amount of product (1.0 means a 100% yield; for example, 0.34 means a 34% yield). (1) The reactants are [Cl:1][C:2]1[O:6][C:5]([C:7]([OH:9])=O)=[CH:4][C:3]=1[C:10]1[N:14]([CH3:15])[N:13]=[CH:12][C:11]=1[Cl:16].[NH2:17][C@@H:18]([CH2:31][C:32]1[CH:37]=[CH:36][C:35]([F:38])=[CH:34][C:33]=1F)[CH2:19][N:20]1[C:28](=[O:29])[C:27]2[C:22](=[CH:23][CH:24]=[CH:25][CH:26]=2)[C:21]1=[O:30].C(N(CC)C(C)C)(C)C.[F:49][P-](F)(F)(F)(F)F.Br[P+](N1CCCC1)(N1CCCC1)N1CCCC1. The catalyst is C(Cl)Cl. The product is [Cl:1][C:2]1[O:6][C:5]([C:7]([NH:17][C@H:18]([CH2:19][N:20]2[C:28](=[O:29])[C:27]3[C:22](=[CH:23][CH:24]=[CH:25][CH:26]=3)[C:21]2=[O:30])[CH2:31][C:32]2[CH:37]=[CH:36][C:35]([F:38])=[C:34]([F:49])[CH:33]=2)=[O:9])=[CH:4][C:3]=1[C:10]1[N:14]([CH3:15])[N:13]=[CH:12][C:11]=1[Cl:16]. The yield is 0.710. (2) The reactants are Cl[CH2:2][C:3]([NH:5][C:6]1[CH:19]=[CH:18][C:17]2[NH:16][C:15](=[O:20])[C:14]3[C:9](=[CH:10][CH:11]=[CH:12][CH:13]=3)[C:8]=2[CH:7]=1)=[O:4].[C:21]([O:25][C:26](=[O:32])[NH:27][CH2:28][CH2:29][CH2:30][NH2:31])([CH3:24])([CH3:23])[CH3:22].C(N(CC)CC)C. The catalyst is CN(C)C=O. The product is [C:21]([O:25][C:26](=[O:32])[NH:27][CH2:28][CH2:29][CH2:30][NH:31][CH2:2][C:3](=[O:4])[NH:5][C:6]1[CH:19]=[CH:18][C:17]2[NH:16][C:15](=[O:20])[C:14]3[C:9](=[CH:10][CH:11]=[CH:12][CH:13]=3)[C:8]=2[CH:7]=1)([CH3:24])([CH3:22])[CH3:23]. The yield is 0.440. (3) The reactants are [CH2:1]([O:3][C:4]1[CH:5]=[C:6]([CH2:12][OH:13])[CH:7]=[C:8]([CH2:10][OH:11])[CH:9]=1)[CH3:2]. The catalyst is C(Cl)Cl.O=[Mn]=O. The product is [CH2:1]([O:3][C:4]1[CH:5]=[C:6]([CH:7]=[C:8]([CH2:10][OH:11])[CH:9]=1)[CH:12]=[O:13])[CH3:2]. The yield is 0.480. (4) The reactants are [CH:1]([Si:4]([CH:36]([CH3:38])[CH3:37])([CH:33]([CH3:35])[CH3:34])[O:5][C@H:6]1[CH2:11][CH2:10][CH2:9][N:8]([C:12]2[N:16]3[CH:17]=[C:18]([O:21][C@H:22]4[C:31]5[C:26](=[CH:27][CH:28]=[CH:29][CH:30]=5)[C@@H:25]([NH2:32])[CH2:24][CH2:23]4)[CH:19]=[CH:20][C:15]3=[N:14][N:13]=2)[CH2:7]1)([CH3:3])[CH3:2].ClC(Cl)(Cl)C[O:42][C:43](=O)[NH:44][C:45]1[N:46]([C:54]2[CH:59]=[CH:58][C:57]([CH3:60])=[CH:56][CH:55]=2)[N:47]=[C:48]([C:50]([CH3:53])([CH3:52])[CH3:51])[CH:49]=1.CCN(C(C)C)C(C)C. The catalyst is O1CCOCC1. The product is [C:50]([C:48]1[CH:49]=[C:45]([NH:44][C:43]([NH:32][C@@H:25]2[C:26]3[C:31](=[CH:30][CH:29]=[CH:28][CH:27]=3)[C@H:22]([O:21][C:18]3[CH:19]=[CH:20][C:15]4[N:16]([C:12]([N:8]5[CH2:9][CH2:10][CH2:11][C@H:6]([O:5][Si:4]([CH:1]([CH3:3])[CH3:2])([CH:33]([CH3:35])[CH3:34])[CH:36]([CH3:38])[CH3:37])[CH2:7]5)=[N:13][N:14]=4)[CH:17]=3)[CH2:23][CH2:24]2)=[O:42])[N:46]([C:54]2[CH:59]=[CH:58][C:57]([CH3:60])=[CH:56][CH:55]=2)[N:47]=1)([CH3:53])([CH3:51])[CH3:52]. The yield is 0.600. (5) The reactants are [NH2:1][CH2:2][C@:3]1([C:8]2[CH:13]=[CH:12][C:11]([Cl:14])=[C:10]([Cl:15])[CH:9]=2)[CH2:5][C@@H:4]1[CH2:6]O.NO.S(Cl)(Cl)=O.[OH-].[Na+]. The catalyst is C(OC(C)C)(=O)C. The product is [Cl:15][C:10]1[CH:9]=[C:8]([C@@:3]23[CH2:5][C@@H:4]2[CH2:6][NH:1][CH2:2]3)[CH:13]=[CH:12][C:11]=1[Cl:14]. The yield is 0.420. (6) The reactants are [CH2:1]([O:8][CH:9]1[CH2:15][CH2:14][CH2:13][N:12]([S:16]([C:19]2[CH:20]=[C:21]([CH:26]=[CH:27][C:28]=2[CH2:29][CH2:30][F:31])[C:22]([O:24]C)=[O:23])(=[O:18])=[O:17])[CH2:11][CH2:10]1)[C:2]1[CH:7]=[CH:6][CH:5]=[CH:4][CH:3]=1.Cl. The catalyst is C1COCC1.O. The product is [CH2:1]([O:8][CH:9]1[CH2:15][CH2:14][CH2:13][N:12]([S:16]([C:19]2[CH:20]=[C:21]([CH:26]=[CH:27][C:28]=2[CH2:29][CH2:30][F:31])[C:22]([OH:24])=[O:23])(=[O:17])=[O:18])[CH2:11][CH2:10]1)[C:2]1[CH:7]=[CH:6][CH:5]=[CH:4][CH:3]=1. The yield is 0.917. (7) The reactants are C1C(=O)N([Br:8])C(=O)C1.[F:9][C:10]1[CH:15]=[CH:14][C:13]([C:16]2[O:33][C:19]3=[N:20][CH:21]=[C:22]([C:24]4[CH:25]=[C:26]([CH:30]=[CH:31][CH:32]=4)[C:27]([OH:29])=[O:28])[CH:23]=[C:18]3[CH:17]=2)=[CH:12][CH:11]=1.CN(C=O)C. The catalyst is C1COCC1. The product is [Br:8][C:17]1[C:18]2[C:19](=[N:20][CH:21]=[C:22]([C:24]3[CH:25]=[C:26]([CH:30]=[CH:31][CH:32]=3)[C:27]([OH:29])=[O:28])[CH:23]=2)[O:33][C:16]=1[C:13]1[CH:12]=[CH:11][C:10]([F:9])=[CH:15][CH:14]=1. The yield is 0.530. (8) The yield is 0.426. The reactants are [Br:1][C:2]1[CH:3]=[C:4]2[C:8](=[C:9]([C:11]([O:13][CH2:14][CH3:15])=[O:12])[CH:10]=1)[NH:7][CH:6]=[C:5]2[CH2:16][CH:17]1[CH2:21][CH2:20]S[CH2:18]1.ClC1C=C(C=CC=1)C(OO)=O.[S:33]([O-:36])([O-])=[O:34].[Na+].[Na+]. The product is [Br:1][C:2]1[CH:3]=[C:4]2[C:8](=[C:9]([C:11]([O:13][CH2:14][CH3:15])=[O:12])[CH:10]=1)[NH:7][CH:6]=[C:5]2[CH2:16][CH:17]1[CH2:21][CH2:20][S:33](=[O:36])(=[O:34])[CH2:18]1. The catalyst is ClCCl. (9) The reactants are CC1C=CC(S([CH2:11][N+:12]#[C-:13])(=O)=O)=CC=1.[CH2:14]([O:16][C:17](=[O:27])[CH:18]=[CH:19][C:20]1[CH:25]=[CH:24][C:23]([CH3:26])=[CH:22][CH:21]=1)[CH3:15].CCOCC.CS(C)=O.[H-].[Na+]. The catalyst is CCOCC.O. The product is [CH2:14]([O:16][C:17]([C:18]1[C:19]([C:20]2[CH:21]=[CH:22][C:23]([CH3:26])=[CH:24][CH:25]=2)=[CH:13][NH:12][CH:11]=1)=[O:27])[CH3:15]. The yield is 0.740. (10) The reactants are C[O:2][C:3]([C:5]1[CH:6]=[CH:7][C:8]2[C:17]([CH:18]=1)=[N:16][C:15]1[CH2:14][CH2:13][CH2:12][CH2:11][C:10]=1[C:9]=2[CH3:19])=[O:4].[OH-].[Na+]. The catalyst is C1COCC1.O. The product is [CH3:19][C:9]1[C:10]2[CH2:11][CH2:12][CH2:13][CH2:14][C:15]=2[N:16]=[C:17]2[C:8]=1[CH:7]=[CH:6][C:5]([C:3]([OH:4])=[O:2])=[CH:18]2. The yield is 0.220.